Dataset: Forward reaction prediction with 1.9M reactions from USPTO patents (1976-2016). Task: Predict the product of the given reaction. (1) Given the reactants [H-].[Na+].[Br:3][C:4]1[CH:5]=[C:6]([CH2:10][OH:11])[CH:7]=[N:8][CH:9]=1.Cl[CH2:13][C:14]1[CH:19]=[CH:18][C:17]([O:20][CH3:21])=[CH:16][CH:15]=1, predict the reaction product. The product is: [Br:3][C:4]1[CH:9]=[N:8][CH:7]=[C:6]([CH2:10][O:11][CH2:13][C:14]2[CH:19]=[CH:18][C:17]([O:20][CH3:21])=[CH:16][CH:15]=2)[CH:5]=1. (2) Given the reactants [Cl:1][C:2]1[C:11]2[C:6](=[CH:7][C:8]([OH:14])=[C:9]([O:12][CH3:13])[CH:10]=2)[N:5]=[CH:4][N:3]=1.[C:32]1(P([C:28]2[CH:33]=[CH:32][CH:31]=[CH:30]C=2)[C:32]2[CH:33]=[CH:28]C=[CH:30][CH:31]=2)[CH:33]=[CH:28]C=[CH:30][CH:31]=1.[N:35]([C:36]([O:38][C:39]([CH3:42])([CH3:41])[CH3:40])=[O:37])=[N:35][C:36]([O:38][C:39]([CH3:42])([CH3:41])[CH3:40])=[O:37].Cl[CH2:51]Cl, predict the reaction product. The product is: [C:39]([O:38][C:36]([N:35]1[CH2:30][CH2:31][CH:32]([CH2:51][O:14][C:8]2[CH:7]=[C:6]3[C:11]([C:2]([Cl:1])=[N:3][CH:4]=[N:5]3)=[CH:10][C:9]=2[O:12][CH3:13])[CH2:33][CH2:28]1)=[O:37])([CH3:42])([CH3:41])[CH3:40]. (3) Given the reactants [CH3:1][N:2]([CH3:28])[C@@H:3]1[CH2:7][CH2:6][N:5]([C:8]2[CH:17]=[C:16]3[C:11]([C:12](=[O:26])[N:13]([CH2:18][O:19][C:20](=[O:25])[C:21]([CH3:24])([CH3:23])[CH3:22])[CH:14]=[N:15]3)=[C:10]([OH:27])[CH:9]=2)[CH2:4]1.O[CH:30]1[CH2:35][CH2:34][N:33]([CH3:36])[CH2:32][CH2:31]1.C1(P(C2C=CC=CC=2)C2C=CC=CC=2)C=CC=CC=1.N(C(OC(C)(C)C)=O)=NC(OC(C)(C)C)=O, predict the reaction product. The product is: [CH3:28][N:2]([CH3:1])[C@@H:3]1[CH2:7][CH2:6][N:5]([C:8]2[CH:17]=[C:16]3[C:11]([C:12](=[O:26])[N:13]([CH2:18][O:19][C:20](=[O:25])[C:21]([CH3:23])([CH3:24])[CH3:22])[CH:14]=[N:15]3)=[C:10]([O:27][CH:30]3[CH2:35][CH2:34][N:33]([CH3:36])[CH2:32][CH2:31]3)[CH:9]=2)[CH2:4]1. (4) The product is: [Cl:1][C:2]1[CH:7]=[CH:6][C:5]([CH:8]([C:9]2[CH:14]=[CH:13][CH:12]=[CH:11][CH:10]=2)[N:16]2[CH2:21][CH2:20][NH:19][CH2:18][CH2:17]2)=[CH:4][CH:3]=1. Given the reactants [Cl:1][C:2]1[CH:7]=[CH:6][C:5]([CH:8](Cl)[C:9]2[CH:14]=[CH:13][CH:12]=[CH:11][CH:10]=2)=[CH:4][CH:3]=1.[NH:16]1[CH2:21][CH2:20][NH:19][CH2:18][CH2:17]1.C([O-])([O-])=O.[K+].[K+], predict the reaction product.